This data is from Catalyst prediction with 721,799 reactions and 888 catalyst types from USPTO. The task is: Predict which catalyst facilitates the given reaction. (1) Reactant: C(O[C:9](=O)[N:10]([CH2:12][CH2:13][O:14][C:15]1[CH:20]=[CH:19][CH:18]=[CH:17][C:16]=1[C:21]1([NH:24][C:25]2[C:30](=[O:31])[N:29]([C:32]3[CH:37]=[C:36]([C:38](=[O:43])[NH:39][CH:40]4[CH2:42][CH2:41]4)[CH:35]=[C:34]([F:44])[C:33]=3[CH3:45])[CH:28]=[C:27](Br)[N:26]=2)[CH2:23][CH2:22]1)C)C1C=CC=CC=1.C([O-])=O.[NH4+].O.C(O)=O. Product: [CH:40]1([NH:39][C:38](=[O:43])[C:36]2[CH:37]=[C:32]([N:29]3[CH:28]=[CH:27][N:26]=[C:25]([NH:24][C:21]4([C:16]5[CH:17]=[CH:18][CH:19]=[CH:20][C:15]=5[O:14][CH2:13][CH2:12][NH:10][CH3:9])[CH2:23][CH2:22]4)[C:30]3=[O:31])[C:33]([CH3:45])=[C:34]([F:44])[CH:35]=2)[CH2:42][CH2:41]1. The catalyst class is: 29. (2) Reactant: Cl.NCCCNC(=O)C(C)=C.[CH3:12][C:13]1[CH:26]=[C:25]2[C:16]([S:17][C:18]3[CH:19]=[C:20]([C:28]([OH:30])=[O:29])[CH:21]=[CH:22][C:23]=3[C:24]2=[O:27])=[CH:15][CH:14]=1.[Cl-].C(N(CC)CC)C. Product: [CH3:12][C:13]1[CH:26]=[C:25]2[C:16]([S:17][C:18]3[CH:19]=[C:20]([C:28]([OH:30])=[O:29])[CH:21]=[CH:22][C:23]=3[C:24]2=[O:27])=[CH:15][CH:14]=1. The catalyst class is: 22. (3) Reactant: [C:1]([N:3]=[C:4]([N:13]1[CH2:18][CH2:17][NH:16][CH2:15][CH:14]1[CH:19]([CH3:21])[CH3:20])[NH:5][C:6]1[CH:11]=[CH:10][CH:9]=[CH:8][C:7]=1[CH3:12])#[N:2].Cl[C:23]1[N:32]=[C:31]([OH:33])[C:30]2[C:25](=[CH:26][CH:27]=[CH:28][CH:29]=2)[N:24]=1.C(N(CC)CC)C. Product: [C:1]([N:3]=[C:4]([N:13]1[CH2:18][CH2:17][N:16]([C:23]2[NH:32][C:31](=[O:33])[C:30]3[C:25](=[CH:26][CH:27]=[CH:28][CH:29]=3)[N:24]=2)[CH2:15][CH:14]1[CH:19]([CH3:21])[CH3:20])[NH:5][C:6]1[CH:11]=[CH:10][CH:9]=[CH:8][C:7]=1[CH3:12])#[N:2]. The catalyst class is: 8. (4) Reactant: Cl[C:2]1[N:11]=[CH:10][CH:9]=[C:8]2[C:3]=1[CH:4]=[C:5]([C:30]1[CH:35]=[CH:34][CH:33]=[CH:32][CH:31]=1)[C:6]([C:12]1[CH:17]=[CH:16][C:15]([C:18]3([NH:22][C:23](=[O:29])[O:24][C:25]([CH3:28])([CH3:27])[CH3:26])[CH2:21][CH2:20][CH2:19]3)=[CH:14][CH:13]=1)=[N:7]2.O1CCOCC1.[NH2:42][NH2:43]. Product: [NH:42]([C:2]1[N:11]=[CH:10][CH:9]=[C:8]2[C:3]=1[CH:4]=[C:5]([C:30]1[CH:35]=[CH:34][CH:33]=[CH:32][CH:31]=1)[C:6]([C:12]1[CH:17]=[CH:16][C:15]([C:18]3([NH:22][C:23](=[O:29])[O:24][C:25]([CH3:28])([CH3:27])[CH3:26])[CH2:21][CH2:20][CH2:19]3)=[CH:14][CH:13]=1)=[N:7]2)[NH2:43]. The catalyst class is: 13.